From a dataset of Full USPTO retrosynthesis dataset with 1.9M reactions from patents (1976-2016). Predict the reactants needed to synthesize the given product. (1) Given the product [C:5]([NH:8][C:9]([CH2:21][C:22]([C:24]1[CH:29]=[CH:28][C:27]([O:30][C:31]2[CH:36]=[CH:35][C:34]([C:37]3[S:38][C:39]([CH3:42])=[CH:40][N:41]=3)=[CH:33][CH:32]=2)=[CH:26][CH:25]=1)=[O:23])([C:15]([O:17][CH2:18][CH3:19])=[O:16])[C:10]([O:12][CH2:13][CH3:14])=[O:11])(=[O:7])[CH3:6], predict the reactants needed to synthesize it. The reactants are: [Na].CCO.[C:5]([NH:8][CH:9]([C:15]([O:17][CH2:18][CH3:19])=[O:16])[C:10]([O:12][CH2:13][CH3:14])=[O:11])(=[O:7])[CH3:6].Br[CH2:21][C:22]([C:24]1[CH:29]=[CH:28][C:27]([O:30][C:31]2[CH:36]=[CH:35][C:34]([C:37]3[S:38][C:39]([CH3:42])=[CH:40][N:41]=3)=[CH:33][CH:32]=2)=[CH:26][CH:25]=1)=[O:23]. (2) Given the product [Cl:14][C:8]1[C:9]2[C:4](=[N:3][N:2]([CH3:1])[CH:10]=2)[N:5]=[CH:6][CH:7]=1, predict the reactants needed to synthesize it. The reactants are: [CH3:1][N:2]1[CH:10]=[C:9]2[C:4]([NH:5][CH:6]=[CH:7][C:8]2=O)=[N:3]1.P(Cl)(Cl)([Cl:14])=O.[OH-].[Na+]. (3) Given the product [C:3](=[CH:14][C:10]([CH2:15][OH:16])([CH2:9][OH:8])[C:11]([OH:13])=[O:12])([CH3:5])[CH3:4], predict the reactants needed to synthesize it. The reactants are: CO[C:3](OC)([CH3:5])[CH3:4].[OH:8][CH2:9][C:10]([CH2:15][OH:16])([CH3:14])[C:11]([OH:13])=[O:12].O.C1(C)C=CC(S(O)(=O)=O)=CC=1.N. (4) Given the product [CH:37]1([NH:40][C:41](=[O:46])[CH2:42][N:43]([CH2:44][CH3:45])[C:33]([C:18]2[CH:19]=[C:20]3[C:15](=[CH:16][CH:17]=2)[N:14]([CH2:13][CH:10]2[CH2:12][CH2:11]2)[C:26]2[CH2:25][CH2:24][CH:23]([CH:27]4[CH2:32][CH2:31][O:30][CH2:29][CH2:28]4)[CH2:22][C:21]3=2)=[O:35])[CH2:39][CH2:38]1, predict the reactants needed to synthesize it. The reactants are: C(N(CC)C(C)C)(C)C.[CH:10]1([CH2:13][N:14]2[C:26]3[CH2:25][CH2:24][CH:23]([CH:27]4[CH2:32][CH2:31][O:30][CH2:29][CH2:28]4)[CH2:22][C:21]=3[C:20]3[C:15]2=[CH:16][CH:17]=[C:18]([C:33]([OH:35])=O)[CH:19]=3)[CH2:12][CH2:11]1.Cl.[CH:37]1([NH:40][C:41](=[O:46])[CH2:42][NH:43][CH2:44][CH3:45])[CH2:39][CH2:38]1.CN(C(ON1N=NC2C=CC=NC1=2)=[N+](C)C)C.F[P-](F)(F)(F)(F)F. (5) Given the product [C:22]([C:14]1[CH:13]=[CH:12][C:9]2[CH2:10][CH2:11][N:5]([C:3](=[O:4])[C:2]([F:1])([F:16])[F:17])[CH2:6][CH2:7][C:8]=2[CH:15]=1)(=[O:26])[CH2:23][CH2:24][CH3:25], predict the reactants needed to synthesize it. The reactants are: [F:1][C:2]([F:17])([F:16])[C:3]([N:5]1[CH2:11][CH2:10][C:9]2[CH:12]=[CH:13][CH:14]=[CH:15][C:8]=2[CH2:7][CH2:6]1)=[O:4].[Cl-].[Al+3].[Cl-].[Cl-].[C:22](Cl)(=[O:26])[CH2:23][CH2:24][CH3:25]. (6) Given the product [CH3:9][O:10][CH2:11][O:12][C:13]1[CH:14]=[C:15]([CH:19]([C:5]([O:4][CH3:3])=[O:6])[C:20]([O:22][CH3:24])=[O:21])[CH:16]=[CH:17][CH:18]=1, predict the reactants needed to synthesize it. The reactants are: [OH-].[Na+].[CH3:3][O:4][C:5](=O)[O:6]C.[CH3:9][O:10][CH2:11][O:12][C:13]1[CH:14]=[C:15]([CH2:19][C:20]([OH:22])=[O:21])[CH:16]=[CH:17][CH:18]=1.O.[CH:24]1C=CC=CC=1. (7) Given the product [Cl:18][C:14]1[CH:13]=[C:12]([C:10]2[C:9]3[C:4](=[CH:5][CH:6]=[C:7]([C:19]([C:27]4[CH:28]=[CH:29][C:30]([Cl:33])=[CH:31][CH:32]=4)([OH:20])[C:21]4[N:25]([CH3:26])[CH:24]=[N:23][CH:22]=4)[CH:8]=3)[N:3]=[C:2]([NH:1][C:40]([CH:34]3[CH2:39][CH2:38][CH2:37][CH2:36][CH2:35]3)=[O:41])[N:11]=2)[CH:17]=[CH:16][CH:15]=1, predict the reactants needed to synthesize it. The reactants are: [NH2:1][C:2]1[N:11]=[C:10]([C:12]2[CH:17]=[CH:16][CH:15]=[C:14]([Cl:18])[CH:13]=2)[C:9]2[C:4](=[CH:5][CH:6]=[C:7]([C:19]([C:27]3[CH:32]=[CH:31][C:30]([Cl:33])=[CH:29][CH:28]=3)([C:21]3[N:25]([CH3:26])[CH:24]=[N:23][CH:22]=3)[OH:20])[CH:8]=2)[N:3]=1.[CH:34]1([C:40](O)=[O:41])[CH2:39][CH2:38][CH2:37][CH2:36][CH2:35]1.ON1C2C=CC=CC=2N=N1.C(N(CC)CC)C. (8) Given the product [NH2:6][CH2:5][C@@H:7]([C@@H:8]1[CH2:16][C:15]2[C:10](=[CH:11][CH:12]=[CH:13][CH:14]=2)[N:9]1[C:17]([O:19][CH2:20][C:21]1[CH:22]=[CH:23][CH:24]=[CH:25][CH:26]=1)=[O:18])[OH:27], predict the reactants needed to synthesize it. The reactants are: B.CSC.[C:5]([C@H:7]([OH:27])[C@@H:8]1[CH2:16][C:15]2[C:10](=[CH:11][CH:12]=[CH:13][CH:14]=2)[N:9]1[C:17]([O:19][CH2:20][C:21]1[CH:26]=[CH:25][CH:24]=[CH:23][CH:22]=1)=[O:18])#[N:6]. (9) Given the product [CH:1]1([C@H:6]2[C:32](=[O:33])[N:31]3[CH2:34][C@@H:28]([CH2:29][C@H:30]3[C:35]([O:37][CH3:42])=[O:36])[O:27][C:26]3[C:17](=[N:18][C:19]4[C:24]([CH:25]=3)=[CH:23][CH:22]=[CH:21][CH:20]=4)[CH2:16][CH2:15][CH2:14][CH2:13][CH2:12][C@@H:11]3[CH2:38][CH2:39][CH2:40][C@H:10]3[O:9][C:8](=[O:41])[NH:7]2)[CH2:2][CH2:3][CH2:4][CH2:5]1, predict the reactants needed to synthesize it. The reactants are: [CH:1]1([C@H:6]2[C:32](=[O:33])[N:31]3[CH2:34][C@@H:28]([CH2:29][C@H:30]3[C:35]([O-:37])=[O:36])[O:27][C:26]3[C:17](=[N:18][C:19]4[C:24]([CH:25]=3)=[CH:23][CH:22]=[CH:21][CH:20]=4)[CH:16]=[CH:15][CH2:14][CH2:13][CH2:12][C@@H:11]3[CH2:38][CH2:39][CH2:40][C@H:10]3[O:9][C:8](=[O:41])[NH:7]2)[CH2:5][CH2:4][CH2:3][CH2:2]1.[CH3:42]O. (10) Given the product [F:1][C:2]1[N:10]=[C:9]2[C:5]([N:6]=[C:7]([CH2:11][C:12]3[C:20]([I:21])=[CH:19][C:15]4[O:16][CH2:17][O:18][C:14]=4[CH:13]=3)[N:8]2[CH2:69][CH2:68][N:67]([CH:64]([CH3:65])[CH3:66])[CH2:71][CH2:72][O:73][C:74]([C:87]2[CH:92]=[CH:91][CH:90]=[CH:89][CH:88]=2)([C:75]2[CH:76]=[CH:77][CH:78]=[CH:79][CH:80]=2)[C:81]2[CH:86]=[CH:85][CH:84]=[CH:83][CH:82]=2)=[C:4]([NH2:22])[N:3]=1, predict the reactants needed to synthesize it. The reactants are: [F:1][C:2]1[N:10]=[C:9]2[C:5]([N:6]=[C:7]([CH2:11][C:12]3[C:20]([I:21])=[CH:19][C:15]4[O:16][CH2:17][O:18][C:14]=4[CH:13]=3)[NH:8]2)=[C:4]([NH2:22])[N:3]=1.C1C=CC(COC(/N=N/C(OCC2C=CC=CC=2)=O)=O)=CC=1.C1(P(C2C=CC=CC=2)C2C=CC=CC=2)C=CC=CC=1.[CH:64]([N:67]([CH2:71][CH2:72][O:73][C:74]([C:87]1[CH:92]=[CH:91][CH:90]=[CH:89][CH:88]=1)([C:81]1[CH:86]=[CH:85][CH:84]=[CH:83][CH:82]=1)[C:75]1[CH:80]=[CH:79][CH:78]=[CH:77][CH:76]=1)[CH2:68][CH2:69]O)([CH3:66])[CH3:65].